From a dataset of Peptide-MHC class II binding affinity with 134,281 pairs from IEDB. Regression. Given a peptide amino acid sequence and an MHC pseudo amino acid sequence, predict their binding affinity value. This is MHC class II binding data. (1) The peptide sequence is NKICTSKGDSARVTV. The MHC is HLA-DQA10101-DQB10501 with pseudo-sequence HLA-DQA10101-DQB10501. The binding affinity (normalized) is 0. (2) The peptide sequence is EKKYFAATQHEPLAA. The MHC is HLA-DQA10301-DQB10302 with pseudo-sequence HLA-DQA10301-DQB10302. The binding affinity (normalized) is 0.178. (3) The peptide sequence is GTLHDKKSMGDDHFW. The MHC is HLA-DQA10301-DQB10302 with pseudo-sequence HLA-DQA10301-DQB10302. The binding affinity (normalized) is 0.0522.